The task is: Predict the reaction yield, written as a fraction of the theoretical maximum amount of product (1.0 means a 100% yield; for example, 0.34 means a 34% yield).. This data is from Reaction yield outcomes from USPTO patents with 853,638 reactions. The reactants are [CH3:1][C:2]1[CH:7]=[CH:6][C:5]([S:8]([O:11][CH2:12][CH:13]2[CH2:17][C:16]3[CH:18]=[CH:19][CH:20]=[C:21](Br)[C:15]=3[O:14]2)(=[O:10])=[O:9])=[CH:4][CH:3]=1.[CH3:23][C:24]1[CH:29]=[CH:28][CH:27]=[C:26]([CH3:30])[C:25]=1B(O)O.C(=O)([O-])[O-].[K+].[K+].CC1C=CC(S(OCC2CC3C(C4C=CC=CC=4)=CC=CC=3O2)(=O)=O)=CC=1. The catalyst is CC1C=CC=CC=1[P](C1C=CC=CC=1C)([Pd](Cl)(Cl)[P](C1=C(C)C=CC=C1)(C1C=CC=CC=1C)C1C=CC=CC=1C)C1C=CC=CC=1C. The product is [CH3:1][C:2]1[CH:7]=[CH:6][C:5]([S:8]([O:11][CH2:12][CH:13]2[CH2:17][C:16]3[CH:18]=[CH:19][CH:20]=[C:21]([C:25]4[C:26]([CH3:30])=[CH:27][CH:28]=[CH:29][C:24]=4[CH3:23])[C:15]=3[O:14]2)(=[O:10])=[O:9])=[CH:4][CH:3]=1. The yield is 0.180.